This data is from Catalyst prediction with 721,799 reactions and 888 catalyst types from USPTO. The task is: Predict which catalyst facilitates the given reaction. (1) Reactant: [CH2:1]([NH:6][C:7]1[N:8]=[CH:9][NH:10][C:11]=1[C:12]1[NH:16][N:15]=[C:14]([C:17]2[CH:22]=[CH:21][CH:20]=[CH:19][CH:18]=2)[N:13]=1)[CH2:2][CH2:3][CH2:4][CH3:5].C1N=CN([C:28](N2C=NC=C2)=[O:29])C=1. Product: [CH2:1]([N:6]1[C:7]2[N:8]=[CH:9][NH:10][C:11]=2[C:12]2=[N:13][C:14]([C:17]3[CH:22]=[CH:21][CH:20]=[CH:19][CH:18]=3)=[N:15][N:16]2[C:28]1=[O:29])[CH2:2][CH2:3][CH2:4][CH3:5]. The catalyst class is: 1. (2) Reactant: [C:1]([NH:9][C:10]1[CH:15]=[CH:14][C:13]([S:16][S:16][C:13]2[CH:12]=[CH:11][C:10]([NH:9][C:1](=[O:8])[C:2]3[CH:7]=[CH:6][CH:5]=[CH:4][CH:3]=3)=[CH:15][CH:14]=2)=[CH:12][CH:11]=1)(=[O:8])[C:2]1[CH:7]=[CH:6][CH:5]=[CH:4][CH:3]=1. Product: [SH:16][C:13]1[CH:12]=[CH:11][C:10]([NH:9][C:1](=[O:8])[C:2]2[CH:7]=[CH:6][CH:5]=[CH:4][CH:3]=2)=[CH:15][CH:14]=1. The catalyst class is: 183.